This data is from Full USPTO retrosynthesis dataset with 1.9M reactions from patents (1976-2016). The task is: Predict the reactants needed to synthesize the given product. (1) Given the product [NH2:1][C:2]1[N:7]=[C:6]([C:8]2[O:9][C:10]([Cl:17])=[CH:11][CH:12]=2)[C:5]([C:13]#[N:14])=[C:4]([S:15][CH3:16])[N:3]=1, predict the reactants needed to synthesize it. The reactants are: [NH2:1][C:2]1[N:7]=[C:6]([C:8]2[O:9][CH:10]=[CH:11][CH:12]=2)[C:5]([C:13]#[N:14])=[C:4]([S:15][CH3:16])[N:3]=1.[Cl:17]N1C(=O)CCC1=O. (2) Given the product [Br:1][C:13]1[S:12][C:6]2=[N:7][CH:8]=[C:9]([C:10]#[N:11])[C:4]([OH:3])=[C:5]2[CH:14]=1, predict the reactants needed to synthesize it. The reactants are: [Br:1]Br.[OH:3][C:4]1[C:9]([C:10]#[N:11])=[CH:8][N:7]=[C:6]2[S:12][CH:13]=[CH:14][C:5]=12.C(=O)(O)[O-].[Na+]. (3) Given the product [CH:1]1([C:4]2[N:8]([C:9]3[N:14]=[CH:13][C:12]([NH:15][C:25](=[O:24])[CH2:26][C:27](=[O:28])[CH3:29])=[CH:11][N:10]=3)[N:7]=[C:6]([C:16]([F:17])([F:18])[F:19])[CH:5]=2)[CH2:2][CH2:3]1, predict the reactants needed to synthesize it. The reactants are: [CH:1]1([C:4]2[N:8]([C:9]3[N:14]=[CH:13][C:12]([NH2:15])=[CH:11][N:10]=3)[N:7]=[C:6]([C:16]([F:19])([F:18])[F:17])[CH:5]=2)[CH2:3][CH2:2]1.C([O:24][C:25](=O)[CH2:26][C:27]([CH3:29])=[O:28])(C)(C)C. (4) Given the product [CH2:32]([C:2]1[C:10]2[N:9]([CH2:11][C:12]([C:14]3[CH:19]=[CH:18][C:17]([F:20])=[CH:16][CH:15]=3)=[CH2:13])[C:8]3[CH2:21][CH2:22][N:23]([CH3:25])[CH2:24][C:7]=3[C:6]=2[CH:5]=[C:4]([CH3:26])[CH:3]=1)[CH:27]=[CH2:28], predict the reactants needed to synthesize it. The reactants are: Br[C:2]1[C:10]2[N:9]([CH2:11][C:12]([C:14]3[CH:19]=[CH:18][C:17]([F:20])=[CH:16][CH:15]=3)=[CH2:13])[C:8]3[CH2:21][CH2:22][N:23]([CH3:25])[CH2:24][C:7]=3[C:6]=2[CH:5]=[C:4]([CH3:26])[CH:3]=1.[C:27]1(P(C2C=CC=CC=2)C2C=CC=CC=2)[CH:32]=CC=C[CH:28]=1.C([Sn](CCCC)(CCCC)CCCC)C=C. (5) Given the product [CH2:11]([CH:10]([CH2:9][CH2:8][CH2:7][CH2:14][CH2:15][CH3:16])[C:26]([O:32][CH3:31])=[O:27])[CH:12]=[CH2:13], predict the reactants needed to synthesize it. The reactants are: COC(N([C@@H](C1C=CC=CC=1)C)C(=O)[CH:7]([CH2:14][CH:15]=[CH2:16])[CH2:8][CH2:9][CH2:10][CH2:11][CH2:12][CH3:13])=O.[CH3:26][O-:27].[Na+].C1C[O:32][CH2:31]C1.